This data is from Peptide-MHC class I binding affinity with 185,985 pairs from IEDB/IMGT. The task is: Regression. Given a peptide amino acid sequence and an MHC pseudo amino acid sequence, predict their binding affinity value. This is MHC class I binding data. The peptide sequence is LYNIRNLHI. The MHC is HLA-A24:02 with pseudo-sequence HLA-A24:02. The binding affinity (normalized) is 0.394.